From a dataset of Reaction yield outcomes from USPTO patents with 853,638 reactions. Predict the reaction yield, written as a fraction of the theoretical maximum amount of product (1.0 means a 100% yield; for example, 0.34 means a 34% yield). (1) The reactants are [OH:1][C:2]12[CH2:9][CH2:8][C:5](C(O)=O)([CH2:6][CH2:7]1)[CH2:4][CH2:3]2.CC[N:15]([CH:19](C)C)C(C)C.C1(P(N=[N+]=[N-])(C2C=CC=CC=2)=[O:29])C=CC=CC=1.[CH2:39]([OH:46])[C:40]1[CH:45]=[CH:44][CH:43]=[CH:42][CH:41]=1. The catalyst is O1CCOCC1. The product is [OH:1][C:2]12[CH2:3][CH2:4][C:5]([NH:15][C:19](=[O:29])[O:46][CH2:39][C:40]3[CH:45]=[CH:44][CH:43]=[CH:42][CH:41]=3)([CH2:6][CH2:7]1)[CH2:8][CH2:9]2. The yield is 0.910. (2) The reactants are C(=O)([O-])[O-].[K+].[K+].[CH3:7][O:8][C:9]1[C:14]([N+:15]([O-:17])=[O:16])=[CH:13][CH:12]=[C:11]([C:18]#[C:19][Si](C)(C)C)[N:10]=1. The catalyst is CO. The product is [C:18]([C:11]1[N:10]=[C:9]([O:8][CH3:7])[C:14]([N+:15]([O-:17])=[O:16])=[CH:13][CH:12]=1)#[CH:19]. The yield is 0.940. (3) The catalyst is C1COCC1.CCOCC. The reactants are [C:1]([O:5][C:6]([NH:8][C@@H:9]([CH2:13][C:14]1[CH:19]=[CH:18][C:17]([N+:20]([O-:22])=[O:21])=[CH:16][CH:15]=1)[C:10]([OH:12])=O)=[O:7])([CH3:4])([CH3:3])[CH3:2].C(N(CC)CC)C.ClC(OCC(C)C)=O.[N+:38](=[CH2:40])=[N-:39]. The yield is 0.820. The product is [C:1]([O:5][C:6](=[O:7])[NH:8][C@@H:9]([CH2:13][C:14]1[CH:19]=[CH:18][C:17]([N+:20]([O-:22])=[O:21])=[CH:16][CH:15]=1)[C:10](=[O:12])[CH:40]=[N+:38]=[N-:39])([CH3:2])([CH3:3])[CH3:4]. (4) The reactants are [CH3:1][C@H:2]1[CH2:11][C:9](=[O:10])[C:5](=[C:6]([CH3:8])[CH3:7])[CH2:4][CH2:3]1.C([O-])(O)=[O:13].[Na+].Cl.[CH3:18][CH2:19]OCC. The catalyst is BrBr.CC[O-].[Na+].O. The product is [CH3:1][C@@H:2]1[CH2:3][CH2:4][C:5](=[C:6]([CH3:7])[CH3:8])[CH:11]1[C:9]([O:10][CH2:18][CH3:19])=[O:13]. The yield is 0.640. (5) The reactants are [C:1]([O:5][C:6]([NH:8][C@H:9]([CH2:18][CH2:19][CH2:20][CH2:21][NH:22][C:23]([O:25][C:26]([CH3:29])([CH3:28])[CH3:27])=[O:24])[C:10]([NH:12][CH2:13][CH2:14][C:15]([OH:17])=[O:16])=[O:11])=[O:7])([CH3:4])([CH3:3])[CH3:2].C1CCC(N=C=NC2CCCCC2)CC1.[CH3:45][C:46]([NH:48][CH:49]1[C:59]2[CH:60]=[C:61](O)[CH:62]=[CH:63][C:58]=2[C:57]2[C:52](=[CH:53][C:54]([O:69][CH3:70])=[C:55]([O:67][CH3:68])[C:56]=2[O:65][CH3:66])[CH2:51][CH2:50]1)=[O:47]. The catalyst is CN(C1C=CN=CC=1)C.ClCCl. The product is [C:1]([O:5][C:6]([NH:8][C@H:9]([CH2:18][CH2:19][CH2:20][CH2:21][NH:22][C:23]([O:25][C:26]([CH3:29])([CH3:28])[CH3:27])=[O:24])[C:10]([NH:12][CH2:13][CH2:14][C:15]([O:17][C:61]1[CH:62]=[CH:63][C:58]2[C:57]3[C:56]([O:65][CH3:66])=[C:55]([O:67][CH3:68])[C:54]([O:69][CH3:70])=[CH:53][C:52]=3[CH2:51][CH2:50][C@H:49]([NH:48][C:46](=[O:47])[CH3:45])[C:59]=2[CH:60]=1)=[O:16])=[O:11])=[O:7])([CH3:4])([CH3:3])[CH3:2]. The yield is 0.320. (6) The reactants are [CH:1]([CH:4]1[NH:9][CH2:8][CH2:7][N:6]2[C:10]3[CH:16]=[C:15]([S:17]([CH3:20])(=[O:19])=[O:18])[CH:14]=[CH:13][C:11]=3[N:12]=[C:5]12)([CH3:3])[CH3:2].Cl[C:22]1[N:27]=[C:26]([C:28]([F:31])([F:30])[F:29])[C:25]([C:32]([O:34][CH2:35][CH3:36])=[O:33])=[CH:24][N:23]=1.CCN(C(C)C)C(C)C. The catalyst is CS(C)=O.O. The product is [CH:1]([CH:4]1[N:9]([C:22]2[N:27]=[C:26]([C:28]([F:30])([F:31])[F:29])[C:25]([C:32]([O:34][CH2:35][CH3:36])=[O:33])=[CH:24][N:23]=2)[CH2:8][CH2:7][N:6]2[C:10]3[CH:16]=[C:15]([S:17]([CH3:20])(=[O:18])=[O:19])[CH:14]=[CH:13][C:11]=3[N:12]=[C:5]12)([CH3:3])[CH3:2]. The yield is 0.640. (7) The reactants are [Br:1][C:2]1[CH:24]=[CH:23][C:5]2[N:6]([C:19]([CH3:22])([CH3:21])[CH3:20])[C:7]([C:9]3[CH:18]=[CH:17][CH:16]=[CH:15][C:10]=3[C:11]([NH:13][NH2:14])=[O:12])=[N:8][C:4]=2[CH:3]=1.C(N(CC)CC)C.C1N=CN([C:37](N2C=NC=C2)=[O:38])C=1. The catalyst is C1COCC1.CCOC(C)=O.O. The product is [Br:1][C:2]1[CH:24]=[CH:23][C:5]2[N:6]([C:19]([CH3:20])([CH3:21])[CH3:22])[C:7]([C:9]3[CH:18]=[CH:17][CH:16]=[CH:15][C:10]=3[C:11]3[O:12][C:37](=[O:38])[NH:14][N:13]=3)=[N:8][C:4]=2[CH:3]=1. The yield is 0.420. (8) The reactants are [CH2:1]([C:5]1[N:6]=[C:7]([CH3:27])[NH:8][C:9](=[O:26])[C:10]=1[CH2:11][C:12]1[CH:17]=[CH:16][C:15]([C:18]2[C:19]([C:24]#[N:25])=[CH:20][CH:21]=[CH:22][CH:23]=2)=[CH:14][CH:13]=1)[CH2:2][CH2:3][CH3:4].N(C(N1CCCCC1)=O)=NC(N1CCCCC1)=O.C(P(CCCC)CCCC)CCC.[CH3:59][N:60]1[C:64]([CH3:65])=[CH:63][C:62]([CH2:66]O)=[N:61]1. The catalyst is C(OCC)(=O)C.O1CCCC1. The product is [CH2:1]([C:5]1[N:6]=[C:7]([CH3:27])[N:8]([CH2:66][C:62]2[CH:63]=[C:64]([CH3:65])[N:60]([CH3:59])[N:61]=2)[C:9](=[O:26])[C:10]=1[CH2:11][C:12]1[CH:17]=[CH:16][C:15]([C:18]2[C:19]([C:24]#[N:25])=[CH:20][CH:21]=[CH:22][CH:23]=2)=[CH:14][CH:13]=1)[CH2:2][CH2:3][CH3:4]. The yield is 0.610. (9) The reactants are [CH2:1]([N:4]1[CH2:9][CH2:8][O:7][C:6]2[CH:10]=[CH:11][C:12]([C:15]3[N:20]4[N:21]=[C:22]([C:24]5[CH:25]=[C:26]([C:30]6[CH:35]=[CH:34][CH:33]=[C:32]([O:36][CH2:37][CH:38]=C)[CH:31]=6)[CH:27]=[CH:28][CH:29]=5)[CH:23]=[C:19]4[N:18]=[C:17]([CH3:40])[C:16]=3[C@H:41]([O:46][C:47]([CH3:50])([CH3:49])[CH3:48])[C:42]([O:44]C)=[O:43])=[C:13]([Cl:14])[C:5]1=2)[CH:2]=C.[OH-].[Na+]. The yield is 0.266. The catalyst is CC1C=C(C)C(N2C(=[Ru](Cl)(Cl)=CC3C=CC=CC=3OC(C)C)N(C3C(C)=CC(C)=CC=3C)CC2)=C(C)C=1.ClCCCl.CO. The product is [C:47]([O:46][C@@H:41]([C:16]1[C:17]([CH3:40])=[N:18][C:19]2=[CH:23][C:22]3=[N:21][N:20]2[C:15]=1[C:12]1[C:13]([Cl:14])=[C:5]2[C:6]([O:7][CH2:8][CH2:9][N:4]2[CH2:1][CH:2]=[CH:38][CH2:37][O:36][C:32]2[CH:31]=[C:30]([C:26]4[CH:25]=[C:24]3[CH:29]=[CH:28][CH:27]=4)[CH:35]=[CH:34][CH:33]=2)=[CH:10][CH:11]=1)[C:42]([OH:44])=[O:43])([CH3:50])([CH3:48])[CH3:49]. (10) The reactants are Br[C:2]1[CH:32]=[CH:31][C:5]2[NH:6][C:7]([CH2:9][CH:10]3[CH2:15][CH2:14][CH2:13][CH2:12][N:11]3[C:16]([C:18]3[N:19]=[C:20]([CH3:30])[S:21][C:22]=3[C:23]3[CH:28]=[CH:27][C:26]([F:29])=[CH:25][CH:24]=3)=[O:17])=[N:8][C:4]=2[CH:3]=1.[Cu][C:34]#[N:35]. The catalyst is CN1CCCC1=O.O.C(OCC)(=O)C. The product is [F:29][C:26]1[CH:25]=[CH:24][C:23]([C:22]2[S:21][C:20]([CH3:30])=[N:19][C:18]=2[C:16]([N:11]2[CH2:12][CH2:13][CH2:14][CH2:15][CH:10]2[CH2:9][C:7]2[NH:6][C:5]3[CH:31]=[CH:32][C:2]([C:34]#[N:35])=[CH:3][C:4]=3[N:8]=2)=[O:17])=[CH:28][CH:27]=1. The yield is 0.0100.